Dataset: CYP3A4 inhibition data for predicting drug metabolism from PubChem BioAssay. Task: Regression/Classification. Given a drug SMILES string, predict its absorption, distribution, metabolism, or excretion properties. Task type varies by dataset: regression for continuous measurements (e.g., permeability, clearance, half-life) or binary classification for categorical outcomes (e.g., BBB penetration, CYP inhibition). Dataset: cyp3a4_veith. The result is 1 (inhibitor). The drug is COc1ncc2nc(-c3ccc(F)cc3)c(=O)n(CCC#N)c2n1.